Task: Regression. Given a peptide amino acid sequence and an MHC pseudo amino acid sequence, predict their binding affinity value. This is MHC class II binding data.. Dataset: Peptide-MHC class II binding affinity with 134,281 pairs from IEDB (1) The peptide sequence is YNFATCGLIGLVTFL. The MHC is DRB1_0101 with pseudo-sequence DRB1_0101. The binding affinity (normalized) is 0.579. (2) The MHC is HLA-DPA10201-DPB11401 with pseudo-sequence HLA-DPA10201-DPB11401. The peptide sequence is KIFGSLAFLPESFDGDPA. The binding affinity (normalized) is 0.296. (3) The peptide sequence is GVKGFTLGRDGHEKP. The MHC is DRB1_0301 with pseudo-sequence DRB1_0301. The binding affinity (normalized) is 0.329.